Dataset: Forward reaction prediction with 1.9M reactions from USPTO patents (1976-2016). Task: Predict the product of the given reaction. Given the reactants [F:1][C:2]1[CH:3]=[C:4]2[C:9](=[CH:10][C:11]=1[F:12])[NH:8][CH:7]=[C:6]([C:13]#[N:14])[C:5]2=[O:15].F[C:17]1[CH:24]=[CH:23][C:20]([CH2:21]Cl)=[CH:19][CH:18]=1, predict the reaction product. The product is: [F:1][CH2:2][CH2:11][CH2:10][CH2:9][CH:21]([N:8]1[C:9]2[C:4](=[CH:3][C:2]([F:1])=[C:11]([F:12])[CH:10]=2)[C:5](=[O:15])[C:6]([C:13]#[N:14])=[CH:7]1)[C:20]1[CH:23]=[CH:24][CH:17]=[CH:18][CH:19]=1.